Dataset: Full USPTO retrosynthesis dataset with 1.9M reactions from patents (1976-2016). Task: Predict the reactants needed to synthesize the given product. (1) The reactants are: [OH:1][C:2]12[CH2:9][CH2:8][C:5]([C:10]([OH:12])=[O:11])([CH2:6][CH2:7]1)[CH2:4][CH2:3]2.[CH3:13][Si](C=[N+]=[N-])(C)C. Given the product [CH3:13][O:11][C:10]([C:5]12[CH2:4][CH2:3][C:2]([OH:1])([CH2:9][CH2:8]1)[CH2:7][CH2:6]2)=[O:12], predict the reactants needed to synthesize it. (2) The reactants are: [F:1][C:2]([F:13])([F:12])[C:3]1[CH:11]=[CH:10][C:6]([C:7](Cl)=[O:8])=[CH:5][CH:4]=1.[CH3:14][N:15]1[C:19]([NH2:20])=[CH:18][CH:17]=[N:16]1.C(N(CC)CC)C. Given the product [CH3:14][N:15]1[C:19]([NH:20][C:7](=[O:8])[C:6]2[CH:10]=[CH:11][C:3]([C:2]([F:13])([F:12])[F:1])=[CH:4][CH:5]=2)=[CH:18][CH:17]=[N:16]1, predict the reactants needed to synthesize it. (3) Given the product [N:17]1([S:14]([N:9]2[CH2:13][CH2:12][O:26][CH2:25][CH2:10]2)(=[O:16])=[O:15])[CH:21]=[CH:20][N:19]=[CH:18]1, predict the reactants needed to synthesize it. The reactants are: FC(F)(F)S([O-])(=O)=O.[N:9]1([S:14]([N:17]2[CH:21]=[CH:20][NH+:19](C)[CH2:18]2)(=[O:16])=[O:15])[CH:13]=[CH:12]N=[CH:10]1.N1CC[O:26][CH2:25]C1. (4) Given the product [CH2:1]([O:3][C:4]([C@H:6]1[CH2:11][CH2:10][C@@H:9]([N:12]2[C:16]3[N:17]=[CH:18][N:19]=[C:20]([NH2:21])[C:15]=3[C:14]([C:33]3[CH:32]=[C:31]4[C:36]([CH:37]=[CH:38][C:29]([C:23]5[CH:28]=[CH:27][CH:26]=[CH:25][CH:24]=5)=[N:30]4)=[CH:35][CH:34]=3)=[CH:13]2)[CH2:8][CH2:7]1)=[O:5])[CH3:2], predict the reactants needed to synthesize it. The reactants are: [CH2:1]([O:3][C:4]([C@H:6]1[CH2:11][CH2:10][C@@H:9]([N:12]2[C:16]3[N:17]=[CH:18][N:19]=[C:20]([NH2:21])[C:15]=3[C:14](I)=[CH:13]2)[CH2:8][CH2:7]1)=[O:5])[CH3:2].[C:23]1([C:29]2[CH:38]=[CH:37][C:36]3[C:31](=[CH:32][C:33](B4OC(C)(C)C(C)(C)C4)=[CH:34][CH:35]=3)[N:30]=2)[CH:28]=[CH:27][CH:26]=[CH:25][CH:24]=1.C([O-])([O-])=O.[Na+].[Na+].N#N. (5) The reactants are: C([Cu])#N.[Li+].[Br-].[Cl-].[F:7][C:8]([F:18])([F:17])[C:9]1[CH:16]=[CH:15][C:12]([CH2:13][Zn+])=[CH:11][CH:10]=1.[F:19][C:20]([F:31])([F:30])[C:21]1[CH:29]=[CH:28][C:24]([C:25](Cl)=[O:26])=[CH:23][CH:22]=1. Given the product [F:19][C:20]([F:31])([F:30])[C:21]1[CH:29]=[CH:28][C:24]([C:25](=[O:26])[CH2:13][C:12]2[CH:11]=[CH:10][C:9]([C:8]([F:7])([F:17])[F:18])=[CH:16][CH:15]=2)=[CH:23][CH:22]=1, predict the reactants needed to synthesize it. (6) Given the product [O:1]([CH2:8][CH2:9][CH2:10][S:23][C:22]1[N:18]([C:12]2[CH:17]=[CH:16][CH:15]=[CH:14][CH:13]=2)[N:19]=[N:20][N:21]=1)[C:2]1[CH:7]=[CH:6][CH:5]=[CH:4][CH:3]=1, predict the reactants needed to synthesize it. The reactants are: [O:1]([CH2:8][CH2:9][CH2:10]Br)[C:2]1[CH:7]=[CH:6][CH:5]=[CH:4][CH:3]=1.[C:12]1([N:18]2[C:22]([SH:23])=[N:21][N:20]=[N:19]2)[CH:17]=[CH:16][CH:15]=[CH:14][CH:13]=1.C(=O)([O-])[O-].[K+].[K+].O.